This data is from Reaction yield outcomes from USPTO patents with 853,638 reactions. The task is: Predict the reaction yield, written as a fraction of the theoretical maximum amount of product (1.0 means a 100% yield; for example, 0.34 means a 34% yield). (1) The product is [F:27][C:24]([F:25])([F:26])[C:20]1[CH:19]=[C:18]([CH:23]=[CH:22][CH:21]=1)[C:17]([NH:16][C:12]1[CH:11]=[C:10]([C:6]2[N:5]3[N:1]=[CH:2][CH:3]=[C:4]3[N:9]([C:30]([O:32][CH2:33][CH3:34])=[O:31])[CH2:8][CH:7]=2)[CH:15]=[CH:14][CH:13]=1)=[O:28]. The reactants are [N:1]1[N:5]2[C:6]([C:10]3[CH:11]=[C:12]([NH:16][C:17](=[O:28])[C:18]4[CH:23]=[CH:22][CH:21]=[C:20]([C:24]([F:27])([F:26])[F:25])[CH:19]=4)[CH:13]=[CH:14][CH:15]=3)=[CH:7][CH2:8][NH:9][C:4]2=[CH:3][CH:2]=1.Cl[C:30]([O:32][CH2:33][CH3:34])=[O:31]. No catalyst specified. The yield is 0.150. (2) The reactants are Cl.[N+:2]([C:5]1[CH:10]=[CH:9][C:8]([C:11]2[S:15][C:14]([CH:16]3[CH2:21][CH2:20][NH:19][CH2:18][CH2:17]3)=[N:13][CH:12]=2)=[CH:7][CH:6]=1)([O-:4])=[O:3].C(N(CC)CC)C.[S:29](O[S:29]([C:32]([F:35])([F:34])[F:33])(=[O:31])=[O:30])([C:32]([F:35])([F:34])[F:33])(=[O:31])=[O:30]. The catalyst is ClCCl. The product is [N+:2]([C:5]1[CH:6]=[CH:7][C:8]([C:11]2[S:15][C:14]([CH:16]3[CH2:21][CH2:20][N:19]([S:29]([C:32]([F:35])([F:34])[F:33])(=[O:31])=[O:30])[CH2:18][CH2:17]3)=[N:13][CH:12]=2)=[CH:9][CH:10]=1)([O-:4])=[O:3]. The yield is 0.620. (3) The reactants are C1(C[N:8]2[CH2:17][CH2:16][N:15]3[C@H:10]([CH2:11][O:12][CH2:13][CH2:14]3)[CH2:9]2)C=CC=CC=1.[ClH:18]. The catalyst is CO.[Pd]. The product is [ClH:18].[ClH:18].[CH2:11]1[C@@H:10]2[CH2:9][NH:8][CH2:17][CH2:16][N:15]2[CH2:14][CH2:13][O:12]1. The yield is 0.520. (4) The reactants are [Cl:1][C:2]1[CH:14]=[C:13]([Cl:15])[CH:12]=[CH:11][C:3]=1[O:4][C:5]([CH3:10])([CH3:9])[C:6](O)=[O:7].CC[N:18]=C=NCCCN(C)C.C1C=CC2N(O)N=NC=2C=1.C(N(CC)CC)C. The catalyst is C(Cl)Cl. The product is [Cl:1][C:2]1[CH:14]=[C:13]([Cl:15])[CH:12]=[CH:11][C:3]=1[O:4][C:5]([CH3:10])([CH3:9])[C:6]([NH2:18])=[O:7]. The yield is 0.740. (5) The reactants are [F:1][C:2]([F:19])([F:18])[C:3]([N:5]1[CH2:10][CH2:9][CH:8]([CH2:11][C:12]2[CH:17]=[CH:16][CH:15]=[CH:14][CH:13]=2)[CH2:7][CH2:6]1)=[O:4].[Cl:20][S:21](O)(=[O:23])=[O:22]. The catalyst is ClCCl. The product is [F:19][C:2]([F:1])([F:18])[C:3]([N:5]1[CH2:10][CH2:9][CH:8]([CH2:11][C:12]2[CH:13]=[CH:14][C:15]([S:21]([Cl:20])(=[O:23])=[O:22])=[CH:16][CH:17]=2)[CH2:7][CH2:6]1)=[O:4]. The yield is 0.410. (6) The reactants are Br[CH2:2][C:3]([NH:5][C:6]1[CH:11]=[CH:10][C:9]([Cl:12])=[CH:8][C:7]=1[CH2:13][OH:14])=[O:4].CC(C)([O-])C.[K+]. The catalyst is CC(O)C. The product is [Cl:12][C:9]1[CH:10]=[CH:11][C:6]2[NH:5][C:3](=[O:4])[CH2:2][O:14][CH2:13][C:7]=2[CH:8]=1. The yield is 0.920.